Dataset: Catalyst prediction with 721,799 reactions and 888 catalyst types from USPTO. Task: Predict which catalyst facilitates the given reaction. (1) Reactant: C[O:2][C:3](=[O:29])[CH2:4][C:5]1[CH:10]=[CH:9][C:8]([C:11]#[C:12][C:13]2[CH:14]=[C:15]3[C:20](=[C:21]([CH2:23][CH3:24])[CH:22]=2)[O:19][C:18]([CH3:26])([CH3:25])[CH2:17][C:16]3([CH3:28])[CH3:27])=[CH:7][CH:6]=1.CO.[OH-].[Na+].O. Product: [CH2:23]([C:21]1[CH:22]=[C:13]([C:12]#[C:11][C:8]2[CH:9]=[CH:10][C:5]([CH2:4][C:3]([OH:29])=[O:2])=[CH:6][CH:7]=2)[CH:14]=[C:15]2[C:20]=1[O:19][C:18]([CH3:25])([CH3:26])[CH2:17][C:16]2([CH3:28])[CH3:27])[CH3:24]. The catalyst class is: 10. (2) Reactant: CS(C)=O.Br[C:6]1[N:7]=[C:8]([CH3:20])[C:9]2[CH:15]=[C:14]([Br:16])[C:13](=[O:17])[N:12]([CH2:18][CH3:19])[C:10]=2[N:11]=1.[N:21]1([C:26]2[CH:32]=[CH:31][C:29]([NH2:30])=[CH:28][CH:27]=2)[CH:25]=[CH:24][N:23]=[CH:22]1. Product: [N:21]1([C:26]2[CH:32]=[CH:31][C:29]([NH:30][C:6]3[N:7]=[C:8]([CH3:20])[C:9]4[CH:15]=[C:14]([Br:16])[C:13](=[O:17])[N:12]([CH2:18][CH3:19])[C:10]=4[N:11]=3)=[CH:28][CH:27]=2)[CH:25]=[CH:24][N:23]=[CH:22]1. The catalyst class is: 192.